Dataset: Experimentally validated miRNA-target interactions with 360,000+ pairs, plus equal number of negative samples. Task: Binary Classification. Given a miRNA mature sequence and a target amino acid sequence, predict their likelihood of interaction. The miRNA is hsa-miR-335-5p with sequence UCAAGAGCAAUAACGAAAAAUGU. The protein sequence of the target gene is MRPLAGGLLKVVFVVFASLCAWYSGYLLAELIPDAPLSSAAYSIRSIGERPVLKAPVPKRQKCDHWTPCPSDTYAYRLLSGGGRSKYAKICFEDNLLMGEQLGNVARGINIAIVNYVTGNVTATRCFDMYEGDNSGPMTKFIQSAAPKSLLFMVTYDDGSTRLNNDAKNAIEALGSKEIRNMKFRSSWVFIAAKGLELPSEIQREKINHSDAKNNRYSGWPAEIQIEGCIPKERS. Result: 1 (interaction).